Predict the reaction yield, written as a fraction of the theoretical maximum amount of product (1.0 means a 100% yield; for example, 0.34 means a 34% yield). From a dataset of Reaction yield outcomes from USPTO patents with 853,638 reactions. (1) The reactants are [C:1]([C:4]1[CH:5]=[C:6]2[C:11](=[CH:12][C:13]=1[C:14]([F:17])([F:16])[F:15])[NH:10][C:9](=[O:18])[N:8]([NH:19][S:20]([CH3:23])(=[O:22])=[O:21])[C:7]2=[O:24])(=[O:3])[CH3:2].CO.[BH4-].[Na+]. The catalyst is C1COCC1. The product is [OH:3][CH:1]([C:4]1[CH:5]=[C:6]2[C:11](=[CH:12][C:13]=1[C:14]([F:16])([F:15])[F:17])[NH:10][C:9](=[O:18])[N:8]([NH:19][S:20]([CH3:23])(=[O:21])=[O:22])[C:7]2=[O:24])[CH3:2]. The yield is 0.730. (2) The reactants are [F:1][C:2]1[CH:17]=[C:16]([CH:18]=O)[CH:15]=[CH:14][C:3]=1[O:4][C:5]1[N:6]=[CH:7][C:8]([C:11]([NH2:13])=[O:12])=[N:9][CH:10]=1.[CH2:20]([CH:22]([CH2:26][CH3:27])[CH2:23][CH2:24][NH2:25])[CH3:21].[BH4-].[Na+]. The catalyst is CO. The product is [CH2:20]([CH:22]([CH2:26][CH3:27])[CH2:23][CH2:24][NH:25][CH2:18][C:16]1[CH:15]=[CH:14][C:3]([O:4][C:5]2[N:6]=[CH:7][C:8]([C:11]([NH2:13])=[O:12])=[N:9][CH:10]=2)=[C:2]([F:1])[CH:17]=1)[CH3:21]. The yield is 0.620. (3) The reactants are [Cl:1][C:2]1[CH:7]=[CH:6][C:5]([CH2:8][C:9](Cl)=[O:10])=[CH:4][CH:3]=1.[NH2:12][C:13](=[N:19]O)[C:14]([O:16][CH2:17][CH3:18])=[O:15].C(N(CC)C(C)C)(C)C.O. The catalyst is ClCCl. The product is [Cl:1][C:2]1[CH:7]=[CH:6][C:5]([CH2:8][C:9]2[O:10][N:19]=[C:13]([C:14]([O:16][CH2:17][CH3:18])=[O:15])[N:12]=2)=[CH:4][CH:3]=1. The yield is 0.500. (4) The reactants are [CH3:1][O:2][C:3]1[C:7]([C:8]([O:10][CH2:11][CH3:12])=[O:9])=[CH:6][N:5](C(OC(C)(C)C)=O)[N:4]=1.Cl. The catalyst is O1CCOCC1. The product is [CH3:1][O:2][C:3]1[C:7]([C:8]([O:10][CH2:11][CH3:12])=[O:9])=[CH:6][NH:5][N:4]=1. The yield is 0.690.